Dataset: Reaction yield outcomes from USPTO patents with 853,638 reactions. Task: Predict the reaction yield, written as a fraction of the theoretical maximum amount of product (1.0 means a 100% yield; for example, 0.34 means a 34% yield). (1) The catalyst is C1COCC1.C(Cl)Cl. The product is [Br:13][C:14]1[C:15]([CH3:21])=[C:16]([N:17]2[C:4](=[O:12])[C:5]3[C:6](=[CH:8][CH:9]=[CH:10][CH:11]=3)[N:7]=[C:2]2[CH3:1])[CH:18]=[CH:19][CH:20]=1. The yield is 0.200. The reactants are [CH3:1][C:2]1O[C:4](=[O:12])[C:5]2[CH:11]=[CH:10][CH:9]=[CH:8][C:6]=2[N:7]=1.[Br:13][C:14]1[C:15]([CH3:21])=[C:16]([CH:18]=[CH:19][CH:20]=1)[NH2:17].C(OC(OCC)OCC)C. (2) The reactants are [C:1]([OH:8])(=[O:7])/[CH:2]=[CH:3]/[C:4]([OH:6])=[O:5].Cl[CH2:10][C:11]([N:13]1[CH2:18][CH2:17][O:16][CH2:15][CH2:14]1)=[O:12]. The catalyst is CN1CCCC1=O. The product is [N:13]1([C:11](=[O:12])[CH2:10][O:5][C:4](/[CH:3]=[CH:2]/[C:1]([OH:8])=[O:7])=[O:6])[CH2:18][CH2:17][O:16][CH2:15][CH2:14]1. The yield is 0.240.